Dataset: Reaction yield outcomes from USPTO patents with 853,638 reactions. Task: Predict the reaction yield, written as a fraction of the theoretical maximum amount of product (1.0 means a 100% yield; for example, 0.34 means a 34% yield). (1) The reactants are [F:1][C:2]1[CH:9]=[CH:8][C:7]([I:10])=[CH:6][C:3]=1[CH2:4][OH:5].[C:11]([O:15][C:16]([N:18]1[CH2:23][CH2:22][N:21]([C:24](Cl)=[O:25])[C@H:20]([CH2:27][CH3:28])[CH2:19]1)=[O:17])([CH3:14])([CH3:13])[CH3:12].[H-].[Na+]. The catalyst is CN(C)C=O. The product is [F:1][C:2]1[CH:9]=[CH:8][C:7]([I:10])=[CH:6][C:3]=1[CH2:4][O:5][C:24]([N:21]1[CH2:22][CH2:23][N:18]([C:16]([O:15][C:11]([CH3:13])([CH3:12])[CH3:14])=[O:17])[CH2:19][C@H:20]1[CH2:27][CH3:28])=[O:25]. The yield is 0.970. (2) The reactants are [I:1][C:2]1[C:10]2[C:5](=[C:6]([O:11][CH3:12])[N:7]=[CH:8][CH:9]=2)[NH:4][CH:3]=1.[H-].[Na+].[CH3:15]I. The catalyst is CN(C)C=O. The product is [I:1][C:2]1[C:10]2[C:5](=[C:6]([O:11][CH3:12])[N:7]=[CH:8][CH:9]=2)[N:4]([CH3:15])[CH:3]=1. The yield is 0.950.